This data is from Forward reaction prediction with 1.9M reactions from USPTO patents (1976-2016). The task is: Predict the product of the given reaction. (1) Given the reactants [Si:1]([O:8][C@H:9]([CH3:12])[CH2:10][OH:11])([C:4]([CH3:7])([CH3:6])[CH3:5])([CH3:3])[CH3:2].C1(P(C2C=CC=CC=2)C2C=CC=CC=2)C=CC=CC=1.O[N:33]1[C:37](=[O:38])[C:36]2=[CH:39][CH:40]=[CH:41][CH:42]=[C:35]2[C:34]1=[O:43].CC(OC(/N=N/C(OC(C)C)=O)=O)C, predict the reaction product. The product is: [Si:1]([O:8][C@H:9]([CH3:12])[CH2:10][O:11][N:33]1[C:37](=[O:38])[C:36]2[C:35](=[CH:42][CH:41]=[CH:40][CH:39]=2)[C:34]1=[O:43])([C:4]([CH3:7])([CH3:6])[CH3:5])([CH3:3])[CH3:2]. (2) Given the reactants [NH2:1][C:2]1[CH:3]=[C:4]([CH:21]=[CH:22][C:23]=1[CH3:24])[C:5]([N:7]1[CH2:12][CH2:11][CH:10]([C:13]2[CH:20]=[CH:19][C:16]([C:17]#[N:18])=[CH:15][CH:14]=2)[CH2:9][CH2:8]1)=[O:6].[O:25]=[C:26]1[C:34]2[C:29](=[CH:30][CH:31]=[CH:32][CH:33]=2)[C:28](=[O:35])[N:27]1[CH2:36][CH2:37][CH2:38][S:39](Cl)(=[O:41])=[O:40], predict the reaction product. The product is: [C:17]([C:16]1[CH:15]=[CH:14][C:13]([CH:10]2[CH2:9][CH2:8][N:7]([C:5]([C:4]3[CH:21]=[CH:22][C:23]([CH3:24])=[C:2]([NH:1][S:39]([CH2:38][CH2:37][CH2:36][N:27]4[C:28](=[O:35])[C:29]5[C:34](=[CH:33][CH:32]=[CH:31][CH:30]=5)[C:26]4=[O:25])(=[O:40])=[O:41])[CH:3]=3)=[O:6])[CH2:12][CH2:11]2)=[CH:20][CH:19]=1)#[N:18]. (3) The product is: [C:34]([O:33][C:32](=[O:38])[NH:31][C:27]1([C:24]2[CH:23]=[CH:22][C:21]([C:12]3[C:13]([C:15]4[CH:16]=[CH:17][CH:18]=[CH:19][CH:20]=4)=[CH:14][C:7]4[N:6]5[C:2]([N:41]([CH3:42])[CH3:40])=[N:3][N:4]=[C:5]5[CH2:10][O:9][C:8]=4[N:11]=3)=[CH:26][CH:25]=2)[CH2:28][CH2:29][CH2:30]1)([CH3:36])([CH3:37])[CH3:35]. Given the reactants Br[C:2]1[N:6]2[C:7]3[CH:14]=[C:13]([C:15]4[CH:20]=[CH:19][CH:18]=[CH:17][CH:16]=4)[C:12]([C:21]4[CH:26]=[CH:25][C:24]([C:27]5([NH:31][C:32](=[O:38])[O:33][C:34]([CH3:37])([CH3:36])[CH3:35])[CH2:30][CH2:29][CH2:28]5)=[CH:23][CH:22]=4)=[N:11][C:8]=3[O:9][CH2:10][C:5]2=[N:4][N:3]=1.Cl.[CH3:40][NH:41][CH3:42].C(N(CC)CC)C, predict the reaction product.